The task is: Predict which catalyst facilitates the given reaction.. This data is from Catalyst prediction with 721,799 reactions and 888 catalyst types from USPTO. (1) Reactant: [CH3:1][C:2]1[N:3]([NH:15]C(=O)OC(C)(C)C)[C:4]2[C:13]3[CH:12]=[CH:11][CH:10]=[CH:9][C:8]=3[N:7]=[CH:6][C:5]=2[N:14]=1.[ClH:23]. Product: [ClH:23].[CH3:1][C:2]1[N:3]([NH2:15])[C:4]2[C:13]3[CH:12]=[CH:11][CH:10]=[CH:9][C:8]=3[N:7]=[CH:6][C:5]=2[N:14]=1. The catalyst class is: 14. (2) Reactant: [F:1][C:2]1[C:7]([F:8])=[CH:6][CH:5]=[CH:4][C:3]=1[CH2:9][S:10][C:11]1[N:12]=[C:13]([NH:22][C:23]([CH3:28])([CH2:26][OH:27])[CH2:24][OH:25])[C:14]2[S:19][C:18]([O:20]C)=[N:17][C:15]=2[N:16]=1.Cl.O. Product: [F:1][C:2]1[C:7]([F:8])=[CH:6][CH:5]=[CH:4][C:3]=1[CH2:9][S:10][C:11]1[N:12]=[C:13]([NH:22][C:23]([CH2:26][OH:27])([CH3:28])[CH2:24][OH:25])[C:14]2[S:19][C:18](=[O:20])[NH:17][C:15]=2[N:16]=1. The catalyst class is: 12. (3) Reactant: [Li+].[Cl-].C([Mg]Cl)(C)C.[Cl:8][C:9]1[N:10]=[C:11]([Cl:27])[C:12]2[C:17](I)=[CH:16][N:15]([CH2:19][O:20][CH2:21][CH2:22][Si:23]([CH3:26])([CH3:25])[CH3:24])[C:13]=2[N:14]=1.S([C:38]#[N:39])(C1C=CC(C)=CC=1)(=O)=O. Product: [Cl:8][C:9]1[N:10]=[C:11]([Cl:27])[C:12]2[C:17]([C:38]#[N:39])=[CH:16][N:15]([CH2:19][O:20][CH2:21][CH2:22][Si:23]([CH3:26])([CH3:25])[CH3:24])[C:13]=2[N:14]=1. The catalyst class is: 1.